This data is from Retrosynthesis with 50K atom-mapped reactions and 10 reaction types from USPTO. The task is: Predict the reactants needed to synthesize the given product. (1) Given the product COc1cccc2c1CC[C@H]1[C@@H]2CCN1CCCCC1CCCCC1, predict the reactants needed to synthesize it. The reactants are: COc1cccc2c1CC[C@H]1[C@@H]2CC(=O)N1CCCCC1CCCCC1. (2) Given the product COc1nc2cc(Cl)c(Cl)cc2nc1N, predict the reactants needed to synthesize it. The reactants are: C[O-].Nc1nc2cc(Cl)c(Cl)cc2nc1Cl. (3) Given the product CC1(C)CCCN1c1cccc(N)n1, predict the reactants needed to synthesize it. The reactants are: CC1(C)CCCN1.Nc1cccc(F)n1. (4) Given the product COc1cc(C(=O)NCc2ccc(-c3noc(C)n3)cc2NCCN)cc(OC)c1C, predict the reactants needed to synthesize it. The reactants are: COc1cc(C(=O)NCc2ccc(-c3noc(C)n3)cc2N)cc(OC)c1C.NCCBr. (5) Given the product CCOC(=O)c1c(C)[nH]c(C=C2C(=O)Nc3cccc(-c4ccncc4)c32)c1CCC(=O)O, predict the reactants needed to synthesize it. The reactants are: CCOC(=O)c1c(C)[nH]c(C=O)c1CCC(=O)O.O=C1Cc2c(cccc2-c2ccncc2)N1. (6) Given the product COc1nc2cc(Cl)ccc2nc1NC(=O)N1CCN(c2cccc(C)c2)CC1, predict the reactants needed to synthesize it. The reactants are: CCOC(=O)Nc1nc2ccc(Cl)cc2nc1OC.Cc1cccc(N2CCNCC2)c1. (7) Given the product CC(O)C(C)n1ncn(-c2ccc(N3CCN(c4ccc(O)cc4)CC3)cc2)c1=O, predict the reactants needed to synthesize it. The reactants are: CC(=O)C(C)n1ncn(-c2ccc(N3CCN(c4ccc(O)cc4)CC3)cc2)c1=O.